This data is from Catalyst prediction with 721,799 reactions and 888 catalyst types from USPTO. The task is: Predict which catalyst facilitates the given reaction. (1) Reactant: [Cl:1][C:2]1[CH:18]=[CH:17][C:5]([O:6][CH2:7]N2C3C=CC=CC=3N=N2)=[C:4]([CH:19]2[CH2:21][O:20]2)[CH:3]=1.[Li+].CC([N-]C(C)C)C. The catalyst class is: 7. Product: [Cl:1][C:2]1[CH:18]=[CH:17][C:5]2[O:6][CH:7]=[C:19]([CH2:21][OH:20])[C:4]=2[CH:3]=1. (2) Reactant: [F:1][C:2]1([F:15])[O:7][C:6]2[CH:8]=[CH:9][C:10]([NH2:12])=[CH:11][C:5]=2[O:4][C:3]1([F:14])[F:13].[N+:16]([C:19]1[CH:27]=[CH:26][CH:25]=[CH:24][C:20]=1[C:21](Cl)=[O:22])([O-:18])=[O:17].C(Cl)Cl. Product: [N+:16]([C:19]1[CH:27]=[CH:26][CH:25]=[CH:24][C:20]=1[C:21]([NH:12][C:10]1[CH:9]=[CH:8][C:6]2[O:7][C:2]([F:1])([F:15])[C:3]([F:13])([F:14])[O:4][C:5]=2[CH:11]=1)=[O:22])([O-:18])=[O:17]. The catalyst class is: 1. (3) Reactant: [N:1]1[CH:2]=[CH:3][N:4]2[CH:9]=[C:8](B(O)O)[CH:7]=[CH:6][C:5]=12.[CH:13]([NH:26][C:27]1[C:36]2[C:31](=[CH:32][CH:33]=[CH:34][CH:35]=2)[N:30]=[C:29](C2SC3C=CC=CC=3C=2)[N:28]=1)(C1C=CC=CC=1)[C:14]1[CH:19]=[CH:18][CH:17]=CC=1. Product: [N:1]1[CH:2]=[CH:3][N:4]2[CH:9]=[C:8]([C:29]3[N:28]=[C:27]([NH:26][CH2:13][CH:14]([C:31]4[CH:36]=[CH:35][CH:34]=[CH:33][CH:32]=4)[C:19]4[CH:14]=[CH:13][N:26]=[CH:17][CH:18]=4)[C:36]4[C:31](=[CH:32][CH:33]=[CH:34][CH:35]=4)[N:30]=3)[CH:7]=[CH:6][C:5]=12. The catalyst class is: 147. (4) Reactant: [OH:1][CH:2]1[CH2:7][CH2:6][CH2:5][NH:4][CH2:3]1.CCN(CC)CC.[CH3:15][C:16]([O:19][C:20](O[C:20]([O:19][C:16]([CH3:18])([CH3:17])[CH3:15])=[O:21])=[O:21])([CH3:18])[CH3:17]. Product: [C:16]([O:19][C:20]([N:4]1[CH2:5][CH2:6][CH2:7][CH:2]([OH:1])[CH2:3]1)=[O:21])([CH3:18])([CH3:17])[CH3:15]. The catalyst class is: 14. (5) Reactant: [OH:1][C:2]([C:4]([F:7])([F:6])[F:5])=[O:3].[NH2:8][C:9]1[N:10]([CH3:38])[C:11](=[O:37])[C:12]2([N:36]=1)[C:21]1[C:16](=[CH:17][CH:18]=[C:19]([C:22]3[CH:23]=[C:24]([CH:27]=[CH:28][CH:29]=3)[C:25]#[N:26])[CH:20]=1)[S:15][CH:14]([C:30]1[CH:35]=[CH:34][CH:33]=[CH:32][CH:31]=1)[CH2:13]2. Product: [OH:3][C:2]([C:4]([F:7])([F:6])[F:5])=[O:1].[NH2:8][C:9]1[N:10]([CH3:38])[C:11](=[O:37])[C:12]2([N:36]=1)[C:21]1[C:16](=[CH:17][CH:18]=[C:19]([C:22]3[CH:23]=[C:24]([CH:27]=[CH:28][CH:29]=3)[C:25]#[N:26])[CH:20]=1)[S:15](=[O:1])[CH:14]([C:30]1[CH:31]=[CH:32][CH:33]=[CH:34][CH:35]=1)[CH2:13]2. The catalyst class is: 24. (6) Reactant: [CH3:1][C:2]([CH3:14])([CH3:13])[C:3]#[C:4][C:5]1[S:9][C:8]([C:10]([OH:12])=[O:11])=[CH:7][CH:6]=1.[Li]CCCC.[I:20]I. Product: [CH3:1][C:2]([CH3:14])([CH3:13])[C:3]#[C:4][C:5]1[S:9][C:8]([C:10]([OH:12])=[O:11])=[C:7]([I:20])[CH:6]=1. The catalyst class is: 1. (7) Reactant: N1CCCCC1.[CH3:7][O:8][C:9]1[CH:10]=[C:11]([CH:14]=[CH:15][C:16]=1[O:17][CH3:18])[CH:12]=O.C([CH2:22][C:23]([NH:25][C:26]1[CH:34]=[CH:33][CH:32]=[CH:31][C:27]=1[C:28]([OH:30])=[O:29])=[O:24])(O)=O. Product: [CH3:7][O:8][C:9]1[CH:10]=[C:11](/[CH:12]=[CH:22]/[C:23]([NH:25][C:26]2[CH:34]=[CH:33][CH:32]=[CH:31][C:27]=2[C:28]([OH:30])=[O:29])=[O:24])[CH:14]=[CH:15][C:16]=1[O:17][CH3:18]. The catalyst class is: 11.